Task: Predict the reactants needed to synthesize the given product.. Dataset: Full USPTO retrosynthesis dataset with 1.9M reactions from patents (1976-2016) The reactants are: [CH3:1][N:2]1[CH2:15][CH2:14][C:5]2[NH:6][C:7]3[CH:8]=[CH:9][C:10]([CH3:13])=[CH:11][C:12]=3[C:4]=2[CH2:3]1.[OH-].[K+].[CH:18]([C:20]1[CH:21]=[N:22][CH:23]=[N:24][CH:25]=1)=[CH2:19]. Given the product [CH3:1][N:2]1[CH2:15][CH2:14][C:5]2[N:6]([CH2:19][CH2:18][C:20]3[CH:21]=[N:22][CH:23]=[N:24][CH:25]=3)[C:7]3[CH:8]=[CH:9][C:10]([CH3:13])=[CH:11][C:12]=3[C:4]=2[CH2:3]1, predict the reactants needed to synthesize it.